Dataset: Forward reaction prediction with 1.9M reactions from USPTO patents (1976-2016). Task: Predict the product of the given reaction. (1) Given the reactants [CH3:1][O:2][C:3]1[CH:8]=[CH:7][C:6]([C:9]2[S:13][C:12]([C:14]([NH:16][C:17]3([C:22]([O:24]C)=[O:23])[CH2:21][CH2:20][CH2:19][CH2:18]3)=[O:15])=[C:11]([NH:26][C:27]([NH:29][C:30]3[C:35]([CH3:36])=[CH:34][C:33]([CH3:37])=[CH:32][C:31]=3[CH3:38])=[O:28])[CH:10]=2)=[CH:5][CH:4]=1.[OH-].[Li+], predict the reaction product. The product is: [CH3:1][O:2][C:3]1[CH:4]=[CH:5][C:6]([C:9]2[S:13][C:12]([C:14]([NH:16][C:17]3([C:22]([OH:24])=[O:23])[CH2:21][CH2:20][CH2:19][CH2:18]3)=[O:15])=[C:11]([NH:26][C:27]([NH:29][C:30]3[C:35]([CH3:36])=[CH:34][C:33]([CH3:37])=[CH:32][C:31]=3[CH3:38])=[O:28])[CH:10]=2)=[CH:7][CH:8]=1. (2) Given the reactants [C:1](O)(=O)C.[Br:5][C:6]1[CH:7]=[CH:8][C:9]([O:17][CH3:18])=[C:10]2[C:15]=1[O:14][CH2:13][C@H:12](N)[CH2:11]2.C=O.[BH3-][C:22]#[N:23].[Na+], predict the reaction product. The product is: [Br:5][C:6]1[CH:7]=[CH:8][C:9]([O:17][CH3:18])=[C:10]2[C:15]=1[O:14][CH2:13][C@H:12]([N:23]([CH3:22])[CH3:1])[CH2:11]2. (3) Given the reactants P(Br)(Br)[Br:2].[NH:5]1[C:14]2[C:9](=[CH:10][CH:11]=[CH:12][N:13]=2)[CH:8]=[CH:7][C:6]1=O.C(=O)(O)[O-].[Na+], predict the reaction product. The product is: [Br:2][C:8]1[C:9]2[C:10](=[CH:11][CH:12]=[N:13][CH:14]=2)[N:5]=[CH:6][CH:7]=1. (4) Given the reactants [CH3:1][O:2][C:3]1[CH:21]=[CH:20][C:6]([CH2:7][N:8]2[CH:12]=[C:11]3[C:13](=[O:19])[CH2:14][CH2:15][CH2:16][CH:17]=[CH:18][C:10]3=[N:9]2)=[CH:5][CH:4]=1, predict the reaction product. The product is: [CH3:1][O:2][C:3]1[CH:4]=[CH:5][C:6]([CH2:7][N:8]2[CH:12]=[C:11]3[C:13](=[O:19])[CH2:14][CH2:15][CH2:16][CH2:17][CH2:18][C:10]3=[N:9]2)=[CH:20][CH:21]=1. (5) Given the reactants [F:1][C:2]1[CH:7]=[C:6]([I:8])[CH:5]=[CH:4][C:3]=1[NH:9][C:10]1[CH:18]=[N:17][CH:16]=[CH:15][C:11]=1[C:12]([OH:14])=O.[CH:19]1([NH2:22])[CH2:21][CH2:20]1, predict the reaction product. The product is: [CH:19]1([NH:22][C:12](=[O:14])[C:11]2[CH:15]=[CH:16][N:17]=[CH:18][C:10]=2[NH:9][C:3]2[CH:4]=[CH:5][C:6]([I:8])=[CH:7][C:2]=2[F:1])[CH2:21][CH2:20]1.